Dataset: Full USPTO retrosynthesis dataset with 1.9M reactions from patents (1976-2016). Task: Predict the reactants needed to synthesize the given product. (1) Given the product [CH3:29][N:27]([CH3:28])[CH2:26][CH2:25][O:24][C:21]1[CH:20]=[CH:19][C:18]([C:13]([CH2:14][CH2:15][CH2:16][CH3:17])=[C:12]([C:9]2[CH:8]=[CH:7][C:6]([OH:5])=[CH:11][CH:10]=2)[C:30]2[CH:35]=[CH:34][C:33]([OH:36])=[CH:32][CH:31]=2)=[CH:23][CH:22]=1, predict the reactants needed to synthesize it. The reactants are: CC(C)(C)C([O:5][C:6]1[CH:11]=[CH:10][C:9]([C:12]([C:30]2[CH:35]=[CH:34][C:33]([O:36]C(=O)C(C)(C)C)=[CH:32][CH:31]=2)=[C:13]([C:18]2[CH:23]=[CH:22][C:21]([O:24][CH2:25][CH2:26][N:27]([CH3:29])[CH3:28])=[CH:20][CH:19]=2)[CH2:14][CH2:15][CH2:16][CH3:17])=[CH:8][CH:7]=1)=O.[OH-].[Na+].C(O)(=O)CC(CC(O)=O)(C(O)=O)O. (2) The reactants are: [NH2:1][C:2]1[N:7]=[C:6]([N:8]([CH2:18][CH3:19])[CH2:9][C:10]2[CH:15]=[CH:14][C:13]([O:16][CH3:17])=[CH:12][CH:11]=2)[C:5]2=[N:20][CH:21]=[C:22]([C:23]#[N:24])[N:4]2[N:3]=1.Br[C:26]1[C:27]([Cl:46])=[C:28]([NH:34][C@@H:35]2[CH2:40][CH2:39][N:38]([C:41]([O:43][CH3:44])=[O:42])[CH2:37][C@H:36]2[OH:45])[CH:29]=[C:30]([C:32]#[N:33])[CH:31]=1.CC1(C)C2C(=C(P(C3C=CC=CC=3)C3C=CC=CC=3)C=CC=2)OC2C(P(C3C=CC=CC=3)C3C=CC=CC=3)=CC=CC1=2.C([O-])([O-])=O.[Cs+].[Cs+]. Given the product [Cl:46][C:27]1[C:26]([NH:1][C:2]2[N:7]=[C:6]([N:8]([CH2:18][CH3:19])[CH2:9][C:10]3[CH:11]=[CH:12][C:13]([O:16][CH3:17])=[CH:14][CH:15]=3)[C:5]3=[N:20][CH:21]=[C:22]([C:23]#[N:24])[N:4]3[N:3]=2)=[CH:31][C:30]([C:32]#[N:33])=[CH:29][C:28]=1[NH:34][C@@H:35]1[CH2:40][CH2:39][N:38]([C:41]([O:43][CH3:44])=[O:42])[CH2:37][C@H:36]1[OH:45], predict the reactants needed to synthesize it. (3) Given the product [ClH:25].[NH2:1][CH2:4][C:5]1[C:6]([C:20]([O:22][CH2:23][CH3:24])=[O:21])=[N:7][N:8]([C:10]2[CH:15]=[CH:14][C:13]([C:16]([F:17])([F:18])[F:19])=[CH:12][CH:11]=2)[CH:9]=1, predict the reactants needed to synthesize it. The reactants are: [N:1]([CH2:4][C:5]1[C:6]([C:20]([O:22][CH2:23][CH3:24])=[O:21])=[N:7][N:8]([C:10]2[CH:15]=[CH:14][C:13]([C:16]([F:19])([F:18])[F:17])=[CH:12][CH:11]=2)[CH:9]=1)=[N+]=[N-].[ClH:25]. (4) Given the product [OH:1][C:2]1[CH:3]=[CH:4][C:5]([C:8]2[CH:13]=[CH:12][C:11]([C:14]([NH:16][C@H:17]([C:22]([NH:53][C@H:59]([C:58]([O:61][CH3:62])=[O:60])[CH2:36][CH2:37][CH3:38])=[O:24])[CH2:18][CH:19]([CH3:21])[CH3:20])=[O:15])=[CH:10][CH:9]=2)=[CH:6][CH:7]=1, predict the reactants needed to synthesize it. The reactants are: [OH:1][C:2]1[CH:7]=[CH:6][C:5]([C:8]2[CH:13]=[CH:12][C:11]([C:14]([NH:16][C@H:17]([C:22]([O:24]C)=O)[CH2:18][CH:19]([CH3:21])[CH3:20])=[O:15])=[CH:10][CH:9]=2)=[CH:4][CH:3]=1.[Li].CN(C(ON1N=N[C:37]2[CH:38]=CC=N[C:36]1=2)=[N+](C)C)C.F[P-](F)(F)(F)(F)F.C([N:53](CC)CC)C.[C:58]([O:61][CH2:62]C)(=[O:60])[CH3:59]. (5) Given the product [ClH:1].[Cl:1][C:2]1[CH:3]=[CH:4][C:5]([CH2:8][O:9][C:10]2[CH:15]=[CH:14][N:13]([C:16]3[CH:21]=[CH:20][C:19]4[C:22]5[CH2:27][CH2:26][NH:25][CH2:24][C:23]=5[S:35][C:18]=4[CH:17]=3)[C:12](=[O:36])[CH:11]=2)=[N:6][CH:7]=1, predict the reactants needed to synthesize it. The reactants are: [Cl:1][C:2]1[CH:3]=[CH:4][C:5]([CH2:8][O:9][C:10]2[CH:15]=[CH:14][N:13]([C:16]3[CH:21]=[CH:20][C:19]4[C:22]5[CH2:27][CH2:26][N:25](C(OC(C)(C)C)=O)[CH2:24][C:23]=5[S:35][C:18]=4[CH:17]=3)[C:12](=[O:36])[CH:11]=2)=[N:6][CH:7]=1.Cl. (6) The reactants are: [NH:1]1[CH2:4][CH:3]([CH2:5][C:6]2[N:7]([CH3:32])[C:8]3[C:13]([N:14]=2)=[C:12]([N:15]2[CH2:20][CH2:19][O:18][CH2:17][CH2:16]2)[N:11]=[C:10]([N:21]2[C:25]4[CH:26]=[CH:27][CH:28]=[CH:29][C:24]=4[N:23]=[C:22]2[CH2:30][CH3:31])[N:9]=3)[CH2:2]1.[CH3:33][C:34]1([O:37][CH2:36]1)[CH3:35]. Given the product [CH2:30]([C:22]1[N:21]([C:10]2[N:9]=[C:8]3[C:13]([N:14]=[C:6]([CH2:5][CH:3]4[CH2:2][N:1]([CH2:33][C:34]([CH3:36])([OH:37])[CH3:35])[CH2:4]4)[N:7]3[CH3:32])=[C:12]([N:15]3[CH2:20][CH2:19][O:18][CH2:17][CH2:16]3)[N:11]=2)[C:25]2[CH:26]=[CH:27][CH:28]=[CH:29][C:24]=2[N:23]=1)[CH3:31], predict the reactants needed to synthesize it.